Dataset: Full USPTO retrosynthesis dataset with 1.9M reactions from patents (1976-2016). Task: Predict the reactants needed to synthesize the given product. Given the product [Cl:24][C:20]1[C:17]2[N:18]([CH3:19])[C:14]([CH2:10][CH2:11][C:12]#[C:13][C:2]3[CH:7]=[CH:6][CH:5]=[C:4]([CH2:8][F:9])[N:3]=3)=[N:15][C:16]=2[CH:23]=[CH:22][CH:21]=1, predict the reactants needed to synthesize it. The reactants are: Br[C:2]1[CH:7]=[CH:6][CH:5]=[C:4]([CH2:8][F:9])[N:3]=1.[CH2:10]([C:14]1[N:18]([CH3:19])[C:17]2[C:20]([Cl:24])=[CH:21][CH:22]=[CH:23][C:16]=2[N:15]=1)[CH2:11][C:12]#[CH:13].